Dataset: Full USPTO retrosynthesis dataset with 1.9M reactions from patents (1976-2016). Task: Predict the reactants needed to synthesize the given product. (1) Given the product [CH:1]([C:4]1[CH:22]=[CH:21][C:7]([CH2:8][N:9]2[CH2:14][CH2:13][N:12]([CH2:15][C:16]([NH:23][NH2:24])=[O:17])[CH2:11][CH2:10]2)=[CH:6][CH:5]=1)([CH3:3])[CH3:2], predict the reactants needed to synthesize it. The reactants are: [CH:1]([C:4]1[CH:22]=[CH:21][C:7]([CH2:8][N:9]2[CH2:14][CH2:13][N:12]([CH2:15][C:16](OCC)=[O:17])[CH2:11][CH2:10]2)=[CH:6][CH:5]=1)([CH3:3])[CH3:2].[NH2:23][NH2:24]. (2) Given the product [NH2:1][C:4]1[CH:5]=[C:6]([O:10][CH2:11][C@H:12]2[O:14][CH2:13]2)[CH:7]=[CH:8][CH:9]=1, predict the reactants needed to synthesize it. The reactants are: [N+:1]([C:4]1[CH:5]=[C:6]([O:10][CH2:11][C@H:12]2[O:14][CH2:13]2)[CH:7]=[CH:8][CH:9]=1)([O-])=O. (3) Given the product [CH:104]1[N:105]=[C:106]([NH2:107])[C:101]2[N:100]=[CH:99][N:98]([C@@H:96]3[O:97][C@H:93]([CH2:92][O:91][P:88]([O:87][P:84]([O:83][CH2:82][C@H:80]4[O:81][C@@H:77]([N:75]5[CH:74]=[C:73]([C:116]([NH2:118])=[O:117])[CH2:72][CH:71]=[CH:76]5)[C@H:78]([OH:115])[C@@H:79]4[OH:114])([OH:86])=[O:85])([OH:90])=[O:89])[C@@H:94]([OH:113])[C@H:95]3[O:108][P:109]([OH:112])([OH:111])=[O:110])[C:102]=2[N:103]=1, predict the reactants needed to synthesize it. The reactants are: P([O-])([O-])([O-])=O.[K+].[K+].[K+].CC(O)CCC.O=C[C@@H]([C@H]([C@@H]([C@@H](CO)O)O)O)O.C1C=[N+]([C@@H]2O[C@H](COP(OP(OC[C@H]3O[C@@H](N4C5N=CN=C(N)C=5N=C4)[C@H](O)[C@@H]3O)(O)=O)(O)=O)[C@@H](O)[C@H]2O)C=C(C(N)=O)C=1.[CH:71]1[CH:76]=[N+:75]([C@@H:77]2[O:81][C@H:80]([CH2:82][O:83][P:84]([O:87][P:88]([O:91][CH2:92][C@H:93]3[O:97][C@@H:96]([N:98]4[C:102]5[N:103]=[CH:104][N:105]=[C:106]([NH2:107])[C:101]=5[N:100]=[CH:99]4)[C@H:95]([O:108][P:109]([OH:112])([OH:111])=[O:110])[C@@H:94]3[OH:113])([OH:90])=[O:89])([OH:86])=[O:85])[C@@H:79]([OH:114])[C@H:78]2[OH:115])[CH:74]=[C:73]([C:116]([NH2:118])=[O:117])[CH:72]=1. (4) The reactants are: [Br-:1].[CH2:2]([O:14][CH:15]([CH2:34][O:35][CH2:36][CH2:37][CH2:38][CH2:39][CH2:40][CH2:41][CH2:42][CH2:43][CH2:44][CH2:45][CH2:46][CH3:47])[CH2:16][N+:17]([CH3:33])([CH3:32])[CH2:18][CH2:19][CH2:20][N:21]1C(=O)C2C(=CC=CC=2)C1=O)[CH2:3][CH2:4][CH2:5][CH2:6][CH2:7][CH2:8][CH2:9][CH2:10][CH2:11][CH2:12][CH3:13].NN. Given the product [Br-:1].[NH2:21][CH2:20][CH2:19][CH2:18][N+:17]([CH3:33])([CH3:32])[CH2:16][CH:15]([O:14][CH2:2][CH2:3][CH2:4][CH2:5][CH2:6][CH2:7][CH2:8][CH2:9][CH2:10][CH2:11][CH2:12][CH3:13])[CH2:34][O:35][CH2:36][CH2:37][CH2:38][CH2:39][CH2:40][CH2:41][CH2:42][CH2:43][CH2:44][CH2:45][CH2:46][CH3:47], predict the reactants needed to synthesize it. (5) Given the product [Cl:42][C:43]1[CH:44]=[CH:45][C:46]([C:47](=[O:48])[CH2:49][CH2:50][C:51]([N:19]2[CH2:20][CH2:21][N:16]3[CH2:14][CH2:13][CH2:12][CH2:11][CH:17]3[CH2:18]2)=[O:53])=[CH:54][CH:55]=1, predict the reactants needed to synthesize it. The reactants are: COC1C=C([C:11](=O)[CH2:12][CH2:13][C:14]([N:16]2[CH2:21][CH2:20][N:19]3CCC[C@H:18]3[CH2:17]2)=O)C=CC=1OC.C(OC(N1CCCCC1C(O)=O)=O)(C)(C)C.[Cl:42][C:43]1[CH:55]=[CH:54][C:46]([C:47]([CH2:49][CH2:50][C:51]([OH:53])=O)=[O:48])=[CH:45][CH:44]=1. (6) The reactants are: O[C:2]1[CH:10]=[CH:9][CH:8]=[C:7]2[C:3]=1[CH2:4][NH:5][C:6]2=[O:11].[N+](C1C=C(C=CC=1)C(Cl)=O)([O-])=O. Given the product [C:6]1(=[O:11])[C:7]2[C:3](=[CH:2][CH:10]=[CH:9][CH:8]=2)[CH2:4][NH:5]1, predict the reactants needed to synthesize it.